Task: Predict the reactants needed to synthesize the given product.. Dataset: Full USPTO retrosynthesis dataset with 1.9M reactions from patents (1976-2016) Given the product [Cl:2][C:3]1[CH:4]=[C:5]2[C:9](=[CH:10][CH:11]=1)[NH:8][CH:7]=[C:6]2[CH2:12][CH2:13][NH:14][C:60]([CH:57]1[CH2:58][CH2:59][N:55]([C:51]2[CH:52]=[CH:53][CH:54]=[C:49]([F:48])[CH:50]=2)[C:56]1=[O:63])=[O:61], predict the reactants needed to synthesize it. The reactants are: Cl.[Cl:2][C:3]1[CH:4]=[C:5]2[C:9](=[CH:10][CH:11]=1)[NH:8][CH:7]=[C:6]2[CH2:12][CH2:13][NH2:14].C1CN([P+](ON2N=NC3C=CC=CC2=3)(N2CCCC2)N2CCCC2)CC1.F[P-](F)(F)(F)(F)F.[F:48][C:49]1[CH:50]=[C:51]([N:55]2[CH2:59][CH2:58][CH:57]([C:60](O)=[O:61])[C:56]2=[O:63])[CH:52]=[CH:53][CH:54]=1.